From a dataset of Reaction yield outcomes from USPTO patents with 853,638 reactions. Predict the reaction yield, written as a fraction of the theoretical maximum amount of product (1.0 means a 100% yield; for example, 0.34 means a 34% yield). The product is [OH:8][CH2:9][C:10]1[CH:11]=[N:12][CH:13]=[CH:14][C:15]=1[NH:16][C:17]([NH:19][CH2:20][C:21]1[C:22]([N:31]2[CH2:36][CH2:35][CH:34]([CH3:37])[CH2:33][CH2:32]2)=[N:23][C:24]([C:27]([F:29])([F:30])[F:28])=[CH:25][CH:26]=1)=[O:18]. The catalyst is O1CCCC1. The reactants are [Si]([O:8][CH2:9][C:10]1[CH:11]=[N:12][CH:13]=[CH:14][C:15]=1[NH:16][C:17]([NH:19][CH2:20][C:21]1[C:22]([N:31]2[CH2:36][CH2:35][CH:34]([CH3:37])[CH2:33][CH2:32]2)=[N:23][C:24]([C:27]([F:30])([F:29])[F:28])=[CH:25][CH:26]=1)=[O:18])(C(C)(C)C)(C)C.[F-].C([N+](CCCC)(CCCC)CCCC)CCC. The yield is 0.550.